This data is from Reaction yield outcomes from USPTO patents with 853,638 reactions. The task is: Predict the reaction yield, written as a fraction of the theoretical maximum amount of product (1.0 means a 100% yield; for example, 0.34 means a 34% yield). (1) The reactants are [C:1]([C:5]1[CH:10]=[C:9]([CH2:11][CH3:12])[C:8]([N+:13]([O-])=O)=[CH:7][C:6]=1[OH:16])([CH3:4])([CH3:3])[CH3:2]. The catalyst is CO.[Ni]. The product is [NH2:13][C:8]1[C:9]([CH2:11][CH3:12])=[CH:10][C:5]([C:1]([CH3:3])([CH3:2])[CH3:4])=[C:6]([OH:16])[CH:7]=1. The yield is 0.430. (2) The reactants are C([O:3][C:4](=[O:15])[CH2:5][C:6]1[N:7]=[C:8]2[N:12]([CH:13]=1)[CH:11]=[C:10]([CH3:14])[S:9]2)C.C(O)C.C(OCC)C.[ClH:24]. No catalyst specified. The product is [ClH:24].[CH3:14][C:10]1[S:9][C:8]2=[N:7][C:6]([CH2:5][C:4]([OH:15])=[O:3])=[CH:13][N:12]2[CH:11]=1. The yield is 0.930. (3) The reactants are [CH2:1]([C:8]1[S:9][C:10]2[CH:16]=[C:15]([CH3:17])[CH:14]=[CH:13][C:11]=2[N:12]=1)[C:2]1[CH:7]=[CH:6][CH:5]=[CH:4][CH:3]=1.C1C(=O)N([Br:25])C(=O)C1.CC(N=NC(C#N)(C)C)(C#N)C.C(Cl)(Cl)(Cl)Cl. The catalyst is C(Cl)(Cl)Cl. The yield is 0.690. The product is [CH2:1]([C:8]1[S:9][C:10]2[CH:16]=[C:15]([CH2:17][Br:25])[CH:14]=[CH:13][C:11]=2[N:12]=1)[C:2]1[CH:7]=[CH:6][CH:5]=[CH:4][CH:3]=1.